From a dataset of Catalyst prediction with 721,799 reactions and 888 catalyst types from USPTO. Predict which catalyst facilitates the given reaction. (1) Reactant: [CH3:1][CH:2]1[CH2:8][C:7]2[CH:9]=[C:10]3[O:15][CH2:14][O:13][C:11]3=[CH:12][C:6]=2[C:5]([C:16]2[CH:21]=[CH:20][C:19]([N+:22]([O-:24])=[O:23])=[CH:18][CH:17]=2)=[N:4][N:3]1[C:25](=[S:27])[NH2:26].Br[CH2:29][C:30](OC)=[O:31].CN(C)C=O. Product: [O:31]=[C:30]1[CH2:29][S:27][C:25]([N:3]2[CH:2]([CH3:1])[CH2:8][C:7]3[CH:9]=[C:10]4[O:15][CH2:14][O:13][C:11]4=[CH:12][C:6]=3[C:5]([C:16]3[CH:17]=[CH:18][C:19]([N+:22]([O-:24])=[O:23])=[CH:20][CH:21]=3)=[N:4]2)=[N:26]1. The catalyst class is: 6. (2) Reactant: C[Mg]Br.[CH:4]1([NH:8][C:9]2[C:14]([C:15]#[N:16])=[CH:13][N:12]=[C:11]([S:17][CH3:18])[N:10]=2)[CH2:7][CH2:6][CH2:5]1.[CH3:19][C:20](OC(C)=O)=[O:21]. Product: [C:15]([C:14]1[C:9]([N:8]([CH:4]2[CH2:5][CH2:6][CH2:7]2)[C:20](=[O:21])[CH3:19])=[N:10][C:11]([S:17][CH3:18])=[N:12][CH:13]=1)#[N:16]. The catalyst class is: 11.